From a dataset of Full USPTO retrosynthesis dataset with 1.9M reactions from patents (1976-2016). Predict the reactants needed to synthesize the given product. (1) Given the product [O:17]1[CH2:18][CH2:19][CH2:20][CH2:21][CH:16]1[N:12]1[C:13]2[C:9](=[CH:8][C:7]([CH:4]3[CH2:5][CH2:6][O:1][CH2:2][CH2:3]3)=[CH:15][CH:14]=2)[C:10]([C:22]2[N:27]=[C:26]([O:28][C@H:29]3[CH2:36][N:35]([C:37]([O:39][C:40]([CH3:43])([CH3:42])[CH3:41])=[O:38])[CH2:34][CH2:33][C:30]43[CH2:32][CH2:31]4)[CH:25]=[N:24][CH:23]=2)=[N:11]1, predict the reactants needed to synthesize it. The reactants are: [O:1]1[CH2:6][CH:5]=[C:4]([C:7]2[CH:8]=[C:9]3[C:13](=[CH:14][CH:15]=2)[N:12]([CH:16]2[CH2:21][CH2:20][CH2:19][CH2:18][O:17]2)[N:11]=[C:10]3[C:22]2[N:27]=[C:26]([O:28][C@H:29]3[CH2:36][N:35]([C:37]([O:39][C:40]([CH3:43])([CH3:42])[CH3:41])=[O:38])[CH2:34][CH2:33][C:30]43[CH2:32][CH2:31]4)[CH:25]=[N:24][CH:23]=2)[CH2:3][CH2:2]1. (2) Given the product [Cl:25][CH2:26][C:27]([N:15]1[CH2:16][CH2:17][CH:12]([C:10]2[O:9][N:8]=[C:7]([C:3]3[S:2][CH:6]=[CH:5][CH:4]=3)[N:11]=2)[CH2:13][CH2:14]1)=[O:28], predict the reactants needed to synthesize it. The reactants are: Cl.[S:2]1[CH:6]=[CH:5][CH:4]=[C:3]1[C:7]1[N:11]=[C:10]([CH:12]2[CH2:17][CH2:16][NH2+:15][CH2:14][CH2:13]2)[O:9][N:8]=1.C(N(CC)CC)C.[Cl:25][CH2:26][C:27](Cl)=[O:28]. (3) Given the product [F:1][C:2]([F:11])([F:12])[C:3]1[CH:10]=[CH:9][C:6]([C:7]2[O:8][CH:26]=[N:25][CH:24]=2)=[CH:5][CH:4]=1, predict the reactants needed to synthesize it. The reactants are: [F:1][C:2]([F:12])([F:11])[C:3]1[CH:10]=[CH:9][C:6]([CH:7]=[O:8])=[CH:5][CH:4]=1.CO.C1(C)C=CC(S([CH2:24][N+:25]#[C-:26])(=O)=O)=CC=1.C(=O)([O-])[O-].[K+].[K+]. (4) Given the product [CH3:22][O:21][C:19](=[O:20])[CH2:18][CH2:17][CH2:16][CH2:15][CH2:14][CH2:13][C:12]([NH:1][C:2]1[CH:10]=[CH:9][C:5]([C:6]([OH:8])=[O:7])=[CH:4][CH:3]=1)=[O:23], predict the reactants needed to synthesize it. The reactants are: [NH2:1][C:2]1[CH:10]=[CH:9][C:5]([C:6]([OH:8])=[O:7])=[CH:4][CH:3]=1.Cl[C:12](=[O:23])[CH2:13][CH2:14][CH2:15][CH2:16][CH2:17][CH2:18][C:19]([O:21][CH3:22])=[O:20].CO.CCOC(C)=O.